Dataset: Forward reaction prediction with 1.9M reactions from USPTO patents (1976-2016). Task: Predict the product of the given reaction. (1) Given the reactants [O:1]1[CH2:5][CH2:4][O:3][CH:2]1[C:6]1[CH:11]=[CH:10][C:9]([CH2:12][OH:13])=[CH:8][C:7]=1[F:14].[H-].[Na+].F[C:18]1[CH:23]=[CH:22][CH:21]=[CH:20][N:19]=1, predict the reaction product. The product is: [O:1]1[CH2:5][CH2:4][O:3][CH:2]1[C:6]1[CH:11]=[CH:10][C:9]([CH2:12][O:13][C:18]2[CH:23]=[CH:22][CH:21]=[CH:20][N:19]=2)=[CH:8][C:7]=1[F:14]. (2) Given the reactants [CH:1]([C@H:4]1[CH2:8][O:7][C:6](=[O:9])[NH:5]1)([CH3:3])[CH3:2].Cl[C:11]1[CH:16]=[CH:15][N:14]2[N:17]=[CH:18][CH:19]=[C:13]2[N:12]=1.Br[C:21]1[CH:22]=NN2C=CC(Cl)=N[C:25]=12, predict the reaction product. The product is: [C:1]1([C@H:4]2[CH2:8][O:7][C:6](=[O:9])[N:5]2[C:11]2[CH:16]=[CH:15][N:14]3[N:17]=[CH:18][CH:19]=[C:13]3[N:12]=2)[CH:3]=[CH:22][CH:21]=[CH:25][CH:2]=1.